Predict the reactants needed to synthesize the given product. From a dataset of Full USPTO retrosynthesis dataset with 1.9M reactions from patents (1976-2016). (1) The reactants are: [F:1][C:2]([F:19])([F:18])[CH2:3][O:4][CH2:5][C:6]1[C:10]2[CH:11]=[CH:12][CH:13]=[CH:14][C:9]=2[O:8][C:7]=1[C:15]([OH:17])=O.CCN=C=NC[CH2:26][CH2:27][N:28](C)C.Cl.[CH:32]1[CH:33]=[CH:34][C:35]2N(O)N=N[C:36]=2[CH:37]=1.[OH2:42].C(N(CC)CC)C.C[CH2:51][O:52][C:53](C)=[O:54]. Given the product [F:18][C:2]([F:1])([F:19])[CH2:3][O:4][CH2:5][C:6]1[C:10]2[CH:11]=[CH:12][CH:13]=[CH:14][C:9]=2[O:8][C:7]=1[C:15]([NH:28][CH2:27][CH2:26][O:42][C:32]1[CH:33]=[CH:34][C:35]([C:53]([O:52][CH3:51])=[O:54])=[CH:36][CH:37]=1)=[O:17], predict the reactants needed to synthesize it. (2) Given the product [NH2:40][C:31]1[S:30][C:34]2[CH2:35][CH:36]([NH:39][C:9](=[O:10])[CH2:8][N:7]3[C:2]([CH3:1])=[CH:3][CH:4]=[C:5]([NH:13][S:14]([CH2:17][C:18]4[CH:23]=[CH:22][CH:21]=[C:20]([C:24]([F:26])([F:25])[F:27])[CH:19]=4)(=[O:15])=[O:16])[C:6]3=[O:12])[CH2:37][CH2:38][C:33]=2[N:32]=1, predict the reactants needed to synthesize it. The reactants are: [CH3:1][C:2]1[N:7]([CH2:8][C:9](O)=[O:10])[C:6](=[O:12])[C:5]([NH:13][S:14]([CH2:17][C:18]2[CH:23]=[CH:22][CH:21]=[C:20]([C:24]([F:27])([F:26])[F:25])[CH:19]=2)(=[O:16])=[O:15])=[CH:4][CH:3]=1.Br.Br.[S:30]1[C:34]2[CH2:35][CH:36]([NH2:39])[CH2:37][CH2:38][C:33]=2[N:32]=[C:31]1[NH2:40]. (3) Given the product [CH3:34][O:33][C:27]1[CH:26]=[C:25]([CH:30]=[CH:29][C:28]=1[O:31][CH3:32])[C:24]([N:17]1[C:18]2[C:23](=[CH:22][CH:21]=[CH:20][CH:19]=2)[CH:14]([N:12]2[C:11]3[CH:10]=[CH:9][CH:8]=[CH:7][C:6]=3[C:5]3[C:13]2=[CH:1][CH:2]=[CH:3][CH:4]=3)[CH2:15][CH:16]1[CH2:36][CH2:37][CH2:38][CH2:39][CH2:40][N:52]1[CH2:51][CH2:50][N:49]([C:46]2[CH:45]=[CH:44][C:43]([F:42])=[CH:48][CH:47]=2)[CH2:54][CH2:53]1)=[O:35], predict the reactants needed to synthesize it. The reactants are: [CH:1]1[C:13]2[N:12]([CH:14]3[C:23]4[C:18](=[CH:19][CH:20]=[CH:21][CH:22]=4)[N:17]([C:24](=[O:35])[C:25]4[CH:30]=[CH:29][C:28]([O:31][CH3:32])=[C:27]([O:33][CH3:34])[CH:26]=4)[CH:16]([CH2:36][CH2:37][CH2:38][CH2:39][CH2:40]O)[CH2:15]3)[C:11]3[C:6](=[CH:7][CH:8]=[CH:9][CH:10]=3)[C:5]=2[CH:4]=[CH:3][CH:2]=1.[F:42][C:43]1[CH:48]=[CH:47][C:46]([N:49]2[CH2:54][CH2:53][NH:52][CH2:51][CH2:50]2)=[CH:45][CH:44]=1. (4) Given the product [O:1]([CH2:8][C:9]1[CH:14]=[CH:13][C:12]([CH2:15][C:16]2[CH:21]=[C:20]([C:22]3[C:23]([NH2:29])=[N:24][C:25]([NH2:28])=[CH:26][CH:27]=3)[O:18][N:17]=2)=[CH:11][CH:10]=1)[C:2]1[CH:7]=[CH:6][CH:5]=[CH:4][CH:3]=1, predict the reactants needed to synthesize it. The reactants are: [O:1]([CH2:8][C:9]1[CH:14]=[CH:13][C:12]([CH2:15][C:16](Cl)=[N:17][OH:18])=[CH:11][CH:10]=1)[C:2]1[CH:7]=[CH:6][CH:5]=[CH:4][CH:3]=1.[C:20]([C:22]1[C:23]([NH2:29])=[N:24][C:25]([NH2:28])=[CH:26][CH:27]=1)#[CH:21].C(N(CC)CC)C. (5) Given the product [Cl:1][C:2]1[C:10]2[C:5](=[CH:6][C:7]([C:11]([NH:13][C@H:14]([C:24]3[CH:29]=[CH:28][CH:27]=[CH:26][CH:25]=3)[CH2:15][O:16][CH2:17][CH:18]3[CH2:19][CH2:20][N:21]([CH:31]([CH3:33])[CH3:30])[CH2:22][CH2:23]3)=[O:12])=[CH:8][CH:9]=2)[NH:4][CH:3]=1, predict the reactants needed to synthesize it. The reactants are: [Cl:1][C:2]1[C:10]2[C:5](=[CH:6][C:7]([C:11]([NH:13][C@H:14]([C:24]3[CH:29]=[CH:28][CH:27]=[CH:26][CH:25]=3)[CH2:15][O:16][CH2:17][CH:18]3[CH2:23][CH2:22][NH:21][CH2:20][CH2:19]3)=[O:12])=[CH:8][CH:9]=2)[NH:4][CH:3]=1.[CH3:30][C:31]([CH3:33])=O.